Task: Predict the reactants needed to synthesize the given product.. Dataset: Full USPTO retrosynthesis dataset with 1.9M reactions from patents (1976-2016) Given the product [F:24][C:25]1[CH:30]=[C:29]([F:31])[CH:28]=[CH:27][C:26]=1[O:32][C:11]1[CH:12]=[CH:13][C:14]([S:16]([CH2:19][CH3:20])(=[O:18])=[O:17])=[CH:15][C:10]=1[C:9]1[C:4]([O:3][CH2:1][CH3:2])=[CH:5][C:6](=[O:23])[N:7]([CH3:22])[CH:8]=1, predict the reactants needed to synthesize it. The reactants are: [CH2:1]([O:3][C:4]1[C:9]([C:10]2[CH:15]=[C:14]([S:16]([CH2:19][CH3:20])(=[O:18])=[O:17])[CH:13]=[CH:12][C:11]=2F)=[CH:8][N:7]([CH3:22])[C:6](=[O:23])[CH:5]=1)[CH3:2].[F:24][C:25]1[CH:30]=[C:29]([F:31])[CH:28]=[CH:27][C:26]=1[OH:32].C(=O)([O-])[O-].[Cs+].[Cs+].